The task is: Predict the product of the given reaction.. This data is from Forward reaction prediction with 1.9M reactions from USPTO patents (1976-2016). (1) Given the reactants [C:1]([N:8]1[CH2:16][C@H:15]([OH:17])[CH2:14][C@H:9]1[C:10]([O:12][CH3:13])=[O:11])([O:3][C:4]([CH3:7])([CH3:6])[CH3:5])=[O:2].[Li+].[CH3:19]C([N-]C(C)C)C, predict the reaction product. The product is: [C:1]([N:8]1[CH2:16][C@H:15]([OH:17])[CH2:14][C@@:9]1([CH3:19])[C:10]([O:12][CH3:13])=[O:11])([O:3][C:4]([CH3:7])([CH3:6])[CH3:5])=[O:2]. (2) Given the reactants C([Li])CCC.I[C:7]1[C:15]2[CH:14]=[N:13][CH:12]=[N:11][C:10]=2[N:9]([CH2:16][CH2:17][O:18][CH:19]2[CH2:24][CH2:23][CH2:22][CH2:21][O:20]2)[CH:8]=1.[Br:25][C:26]1[CH:27]=[C:28]([CH:35]=[CH:36][N:37]=1)[C:29](N(OC)C)=[O:30].[NH4+].[Cl-], predict the reaction product. The product is: [Br:25][C:26]1[CH:27]=[C:28]([C:29]([C:7]2[C:15]3[CH:14]=[N:13][CH:12]=[N:11][C:10]=3[N:9]([CH2:16][CH2:17][O:18][CH:19]3[CH2:24][CH2:23][CH2:22][CH2:21][O:20]3)[CH:8]=2)=[O:30])[CH:35]=[CH:36][N:37]=1. (3) Given the reactants C([N:8]1[CH2:13][CH2:12][N:11](CC2C=CC=CC=2)[CH2:10][C@@H:9]1[CH2:21][N:22]1[CH2:27][CH2:26][NH:25][C:24](=[O:28])[C:23]1([CH3:30])[CH3:29])C1C=CC=CC=1, predict the reaction product. The product is: [CH3:29][C:23]1([CH3:30])[N:22]([CH2:21][C@H:9]2[CH2:10][NH:11][CH2:12][CH2:13][NH:8]2)[CH2:27][CH2:26][NH:25][C:24]1=[O:28]. (4) Given the reactants [Cl:1][C:2]1[C:11]2[C:6](=[CH:7][CH:8]=[CH:9][CH:10]=2)[C:5]([OH:12])=[CH:4][N:3]=1.C([O-])([O-])=O.[K+].[K+].[CH2:19](I)[CH3:20], predict the reaction product. The product is: [Cl:1][C:2]1[C:11]2[C:6](=[CH:7][CH:8]=[CH:9][CH:10]=2)[C:5]([O:12][CH2:19][CH3:20])=[CH:4][N:3]=1. (5) Given the reactants Br[CH2:2][C:3]([C:5]1[C:10](=[O:11])[NH:9][C:8]([CH2:12][CH3:13])=[C:7]([C:14]([O:16][CH2:17][CH3:18])=[O:15])[CH:6]=1)=O.[O:19]1[C:23]2[CH:24]=[CH:25][C:26]([C:28](=[S:30])[NH2:29])=[CH:27][C:22]=2[O:21][CH2:20]1.CCO, predict the reaction product. The product is: [CH2:12]([C:8]1[NH:9][C:10](=[O:11])[C:5]([C:3]2[N:29]=[C:28]([C:26]3[CH:25]=[CH:24][C:23]4[O:19][CH2:20][O:21][C:22]=4[CH:27]=3)[S:30][CH:2]=2)=[CH:6][C:7]=1[C:14]([O:16][CH2:17][CH3:18])=[O:15])[CH3:13].